This data is from Catalyst prediction with 721,799 reactions and 888 catalyst types from USPTO. The task is: Predict which catalyst facilitates the given reaction. (1) Reactant: [NH2:1][C:2]1[CH:12]=[CH:11][C:5]([C:6]([O:8]CC)=[O:7])=[CH:4][C:3]=1[O:13][CH3:14].[OH-].[Na+]. Product: [NH2:1][C:2]1[CH:12]=[CH:11][C:5]([C:6]([OH:8])=[O:7])=[CH:4][C:3]=1[O:13][CH3:14]. The catalyst class is: 5. (2) Reactant: [CH:1]1[CH:6]=[C:5]2[C:7]([C:9]([OH:13])(O)[C:10](=[O:11])[C:4]2=[CH:3][CH:2]=1)=[O:8].[C:14]1([OH:24])[C:23]2[C:18](=[CH:19][CH:20]=[CH:21][CH:22]=2)[CH:17]=[CH:16][CH:15]=1. Product: [OH:13][C:9]12[C:10](=[O:11])[C:4]3[C:5](=[CH:6][CH:1]=[CH:2][CH:3]=3)[C:7]1([OH:8])[O:24][C:14]1[C:23]3[CH:22]=[CH:21][CH:20]=[CH:19][C:18]=3[CH:17]=[CH:16][C:15]=12. The catalyst class is: 15. (3) Reactant: [CH:1](=O)[CH3:2].[N+:4]([C:7]1[CH:12]=[CH:11][C:10]([N:13]2[CH2:21][CH2:20][C:15]3([NH:19][CH2:18][CH2:17][CH2:16]3)[CH2:14]2)=[CH:9][C:8]=1[O:22][CH:23]([CH3:25])[CH3:24])([O-:6])=[O:5].C(O[BH-](OC(=O)C)OC(=O)C)(=O)C.[Na+]. Product: [CH2:1]([N:19]1[C:15]2([CH2:20][CH2:21][N:13]([C:10]3[CH:11]=[CH:12][C:7]([N+:4]([O-:6])=[O:5])=[C:8]([O:22][CH:23]([CH3:25])[CH3:24])[CH:9]=3)[CH2:14]2)[CH2:16][CH2:17][CH2:18]1)[CH3:2]. The catalyst class is: 28. (4) Reactant: C[O:2][C:3]1[CH2:8][C:7]([O:9]C)=[CH:6][C:5]([CH3:14])([C:11]([NH2:13])=[O:12])[CH:4]=1.Cl. Product: [CH3:14][C:5]1([C:11]([NH2:13])=[O:12])[CH2:6][C:7](=[O:9])[CH2:8][C:3](=[O:2])[CH2:4]1. The catalyst class is: 7. (5) Reactant: [Br:1][C:2]1[CH:3]=[C:4]([OH:10])[C:5]([O:8][CH3:9])=[CH:6][CH:7]=1.[C:11]1(B(O)O)[CH:16]=[CH:15]C=[CH:13][CH:12]=1.[CH2:20](N(CC)CC)C. The catalyst class is: 221. Product: [Br:1][C:2]1[CH:7]=[CH:6][C:5]([O:8][C:9]2[CH:15]=[CH:16][CH:11]=[CH:12][CH:13]=2)=[C:4]([O:10][CH3:20])[CH:3]=1. (6) Reactant: C[O:2][C:3]([C:5]1[CH:24]=[CH:23][C:8](/[CH:9]=[CH:10]/[C@@H:11]2[CH2:15][CH2:14][CH2:13][N:12]2[C:16]([O:18][C:19]([CH3:22])([CH3:21])[CH3:20])=[O:17])=[CH:7][CH:6]=1)=O.[H-].C([Al+]CC(C)C)C(C)C. Product: [OH:2][CH2:3][C:5]1[CH:6]=[CH:7][C:8](/[CH:9]=[CH:10]/[C@@H:11]2[CH2:15][CH2:14][CH2:13][N:12]2[C:16]([O:18][C:19]([CH3:20])([CH3:22])[CH3:21])=[O:17])=[CH:23][CH:24]=1. The catalyst class is: 4. (7) Reactant: [NH2:1][C@H:2]([C:5]([OH:7])=[O:6])[CH2:3][SH:4].[OH-].[Na+].[O:10]1[CH2:12][CH2:11]1. Product: [NH2:1][CH:2]([CH2:3][S:4][CH2:12][CH2:11][OH:10])[C:5]([OH:7])=[O:6]. The catalyst class is: 6. (8) Reactant: [C:1]([C:3]1[CH:8]=[CH:7][C:6]([B:9]([OH:11])[OH:10])=[CH:5][CH:4]=1)#N.[OH-:12].[K+].N.[OH2:15]. Product: [C:1]([C:3]1[CH:8]=[CH:7][C:6]([B:9]([OH:11])[OH:10])=[CH:5][CH:4]=1)([OH:15])=[O:12]. The catalyst class is: 5. (9) Reactant: [C:1]([C:3]1[C:12]2[C:7](=[CH:8][CH:9]=[C:10]([O:13][C:14]3[CH:19]=[CH:18][CH:17]=[CH:16][CH:15]=3)[CH:11]=2)[C:6]([OH:20])=[C:5]([C:21](OC)=[O:22])[N:4]=1)#[N:2].[NH2:25][CH2:26][CH2:27][C@H:28]([OH:32])[C:29]([OH:31])=[O:30].C[O-].[Na+]. Product: [C:1]([C:3]1[C:12]2[C:7](=[CH:8][CH:9]=[C:10]([O:13][C:14]3[CH:15]=[CH:16][CH:17]=[CH:18][CH:19]=3)[CH:11]=2)[C:6]([OH:20])=[C:5]([C:21]([NH:25][CH2:26][CH2:27][C@H:28]([OH:32])[C:29]([OH:31])=[O:30])=[O:22])[N:4]=1)#[N:2]. The catalyst class is: 141.